From a dataset of Forward reaction prediction with 1.9M reactions from USPTO patents (1976-2016). Predict the product of the given reaction. Given the reactants Br[C:2]1[S:3][CH:4]=[C:5]([C:7]([NH:9][C@@H:10]([CH3:27])[CH2:11][N:12]2[CH:16]=[CH:15][C:14]([C:17]3[CH:22]=[CH:21][C:20]([C:23]#[N:24])=[C:19]([Cl:25])[C:18]=3[CH3:26])=[N:13]2)=[O:8])[N:6]=1.[CH3:28][O:29][CH2:30][CH2:31][NH2:32], predict the reaction product. The product is: [Cl:25][C:19]1[C:18]([CH3:26])=[C:17]([C:14]2[CH:15]=[CH:16][N:12]([CH2:11][C@@H:10]([NH:9][C:7]([C:5]3[N:6]=[C:2]([NH:32][CH2:31][CH2:30][O:29][CH3:28])[S:3][CH:4]=3)=[O:8])[CH3:27])[N:13]=2)[CH:22]=[CH:21][C:20]=1[C:23]#[N:24].